This data is from Peptide-MHC class I binding affinity with 185,985 pairs from IEDB/IMGT. The task is: Regression. Given a peptide amino acid sequence and an MHC pseudo amino acid sequence, predict their binding affinity value. This is MHC class I binding data. (1) The peptide sequence is WTLAKPDFV. The MHC is HLA-B57:01 with pseudo-sequence HLA-B57:01. The binding affinity (normalized) is 0.0847. (2) The peptide sequence is FQPQNGQFI. The MHC is HLA-A26:01 with pseudo-sequence HLA-A26:01. The binding affinity (normalized) is 0. (3) The peptide sequence is WTMKIGIGI. The MHC is HLA-A68:02 with pseudo-sequence HLA-A68:02. The binding affinity (normalized) is 0.892. (4) The peptide sequence is IQFMHEQGY. The MHC is HLA-A26:02 with pseudo-sequence HLA-A26:02. The binding affinity (normalized) is 0.0847. (5) The peptide sequence is FTLVASVTI. The MHC is HLA-A02:01 with pseudo-sequence HLA-A02:01. The binding affinity (normalized) is 0.476. (6) The peptide sequence is FTENGPWMY. The binding affinity (normalized) is 0.0847. The MHC is HLA-B38:01 with pseudo-sequence HLA-B38:01. (7) The peptide sequence is EQKGIQAWW. The MHC is HLA-A69:01 with pseudo-sequence HLA-A69:01. The binding affinity (normalized) is 0.0847. (8) The peptide sequence is ETITEKTFK. The MHC is HLA-A02:01 with pseudo-sequence HLA-A02:01. The binding affinity (normalized) is 0. (9) The peptide sequence is EILKINSVKY. The MHC is HLA-A03:01 with pseudo-sequence HLA-A03:01. The binding affinity (normalized) is 0.195.